Dataset: Catalyst prediction with 721,799 reactions and 888 catalyst types from USPTO. Task: Predict which catalyst facilitates the given reaction. (1) Reactant: C=O.[C:3](O[BH-](OC(=O)C)OC(=O)C)(=O)C.[Na+].FC(F)(F)C(O)=O.[CH3:24][O:25][C:26]1[N:31]=[CH:30][C:29]([C:32]2[N:33]([C:46]3[CH:51]=[CH:50][CH:49]=[CH:48][CH:47]=3)[CH:34]=[C:35]([C:37]([N:39]3[CH2:44][CH2:43][NH:42][CH2:41][CH:40]3[CH3:45])=[O:38])[N:36]=2)=[CH:28][CH:27]=1. Product: [CH3:24][O:25][C:26]1[N:31]=[CH:30][C:29]([C:32]2[N:33]([C:46]3[CH:51]=[CH:50][CH:49]=[CH:48][CH:47]=3)[CH:34]=[C:35]([C:37]([N:39]3[CH2:44][CH2:43][N:42]([CH3:3])[CH2:41][CH:40]3[CH3:45])=[O:38])[N:36]=2)=[CH:28][CH:27]=1. The catalyst class is: 2. (2) Reactant: [CH3:1][O:2][C:3]1[CH:8]=[C:7]([CH3:9])[C:6]([S:10]([NH:13][C@H:14]([C@@H:18]([OH:20])[CH3:19])[C:15]([OH:17])=[O:16])(=[O:12])=[O:11])=[C:5]([CH3:21])[C:4]=1[CH3:22].C(=O)([O-])[O-].[K+].[K+].[CH2:29]1[O:39][C:38]2[CH:37]=[CH:36][C:33]([CH2:34]Cl)=[CH:32][C:31]=2[O:30]1.[I-].[Li+]. Product: [CH2:29]1[O:39][C:38]2[CH:37]=[CH:36][C:33]([CH2:34][O:16][C:15](=[O:17])[C@H:14]([NH:13][S:10]([C:6]3[C:7]([CH3:9])=[CH:8][C:3]([O:2][CH3:1])=[C:4]([CH3:22])[C:5]=3[CH3:21])(=[O:11])=[O:12])[C@@H:18]([OH:20])[CH3:19])=[CH:32][C:31]=2[O:30]1. The catalyst class is: 454. (3) Reactant: [NH:1]([C:15]([O:17][C:18]([CH3:21])([CH3:20])[CH3:19])=[O:16])[C@H:2]([C:12]([OH:14])=O)[CH2:3][CH2:4][C:5](=[O:11])[O:6][C:7]([CH3:10])([CH3:9])[CH3:8].C1C=CC2N(O)N=NC=2C=1.[CH3:32][C:33]1[CH:34]=[C:35]([N:40]2[CH2:45][CH2:44][NH:43][CH2:42][CH2:41]2)[CH:36]=[C:37]([CH3:39])[CH:38]=1.CCN(C(C)C)C(C)C. Product: [C:7]([O:6][C:5](=[O:11])[CH2:4][CH2:3][C@H:2]([NH:1][C:15]([O:17][C:18]([CH3:21])([CH3:20])[CH3:19])=[O:16])[C:12]([N:43]1[CH2:44][CH2:45][N:40]([C:35]2[CH:36]=[C:37]([CH3:39])[CH:38]=[C:33]([CH3:32])[CH:34]=2)[CH2:41][CH2:42]1)=[O:14])([CH3:8])([CH3:9])[CH3:10]. The catalyst class is: 607.